This data is from Full USPTO retrosynthesis dataset with 1.9M reactions from patents (1976-2016). The task is: Predict the reactants needed to synthesize the given product. (1) Given the product [CH3:1][O:2][C:3]([C:5]1[CH:26]=[CH:25][C:8]2[N:9]=[C:10]([C:12]([C:15]3[CH:20]=[CH:19][C:18]([O:21][CH2:28][C:29](=[O:34])[C:30]([CH3:33])([CH3:32])[CH3:31])=[C:17]([CH3:22])[CH:16]=3)([CH2:13][CH3:14])[CH2:23][CH3:24])[O:11][C:7]=2[CH:6]=1)=[O:4], predict the reactants needed to synthesize it. The reactants are: [CH3:1][O:2][C:3]([C:5]1[CH:26]=[CH:25][C:8]2[N:9]=[C:10]([C:12]([CH2:23][CH3:24])([C:15]3[CH:20]=[CH:19][C:18]([OH:21])=[C:17]([CH3:22])[CH:16]=3)[CH2:13][CH3:14])[O:11][C:7]=2[CH:6]=1)=[O:4].Br[CH2:28][C:29](=[O:34])[C:30]([CH3:33])([CH3:32])[CH3:31].C([O-])([O-])=O.[K+].[K+]. (2) The reactants are: [CH3:1][CH2:2][C:3]1[CH:8]=[CH:7][C:6]([N:9]2[C:14](=[O:15])[C:13]3[S:16][C:17]4[C:22]([C:12]=3[N:11]=[CH:10]2)=[C:21]([N:23]([CH3:25])[CH3:24])[CH:20]=[CH:19][N:18]=4)=[CH:5][CH:4]=1.[OH:26]O. Given the product [CH3:24][N:23]([CH3:25])[C:21]1[CH:20]=[CH:19][N+:18]([O-:26])=[C:17]2[S:16][C:13]3[C:14](=[O:15])[N:9]([C:6]4[CH:5]=[CH:4][C:3]([CH2:2][CH3:1])=[CH:8][CH:7]=4)[CH:10]=[N:11][C:12]=3[C:22]=12, predict the reactants needed to synthesize it. (3) Given the product [F:21][C:9]1[CH:10]=[C:11]([CH3:20])[C:12]([S:14][CH2:15][C:16]([F:19])([F:17])[F:18])=[CH:13][C:8]=1[N:4]1[C:5]([CH3:7])=[CH:6][C:2]([O:1][CH2:38][C:39]([F:45])([F:44])[C:40]([F:43])([F:42])[F:41])=[N:3]1, predict the reactants needed to synthesize it. The reactants are: [OH:1][C:2]1[CH:6]=[C:5]([CH3:7])[N:4]([C:8]2[CH:13]=[C:12]([S:14][CH2:15][C:16]([F:19])([F:18])[F:17])[C:11]([CH3:20])=[CH:10][C:9]=2[F:21])[N:3]=1.C(=O)([O-])[O-].[K+].[K+].[F:44][C:39]([F:45])([C:40]([F:43])([F:42])[F:41])[C:38](F)(F)C(S(O[CH2:38][C:39]([F:45])([F:44])[C:40]([F:43])([F:42])[F:41])(=O)=O)(F)F.O. (4) Given the product [C:1]([NH:4][C@H:5]([C:27]([NH:39][CH2:38][CH2:37][S:36][C:31](=[O:35])[CH:32]([CH3:34])[CH3:33])=[O:28])[CH2:6][S:7][C:8]([C:21]1[CH:22]=[CH:23][CH:24]=[CH:25][CH:26]=1)([C:15]1[CH:16]=[CH:17][CH:18]=[CH:19][CH:20]=1)[C:9]1[CH:10]=[CH:11][CH:12]=[CH:13][CH:14]=1)(=[O:3])[CH3:2], predict the reactants needed to synthesize it. The reactants are: [C:1]([NH:4][C@H:5]([C:27](O)=[O:28])[CH2:6][S:7][C:8]([C:21]1[CH:26]=[CH:25][CH:24]=[CH:23][CH:22]=1)([C:15]1[CH:20]=[CH:19][CH:18]=[CH:17][CH:16]=1)[C:9]1[CH:14]=[CH:13][CH:12]=[CH:11][CH:10]=1)(=[O:3])[CH3:2].Cl.[C:31]([S:36][CH2:37][CH2:38][NH2:39])(=[O:35])[CH:32]([CH3:34])[CH3:33].Cl.C(SCCN)(=O)C.Cl.C(SCCN)(=O)C1C=CC=CC=1. (5) Given the product [CH3:1][CH:2]1[C:8]2=[C:9]3[C:13](=[CH:14][CH:15]=[C:7]2[O:6][CH2:5][CH2:4][N:3]1[C:25]([O:27][C:28]([CH3:29])([CH3:31])[CH3:30])=[O:26])[NH:12][CH:11]=[CH:10]3, predict the reactants needed to synthesize it. The reactants are: [CH3:1][CH:2]1[C:8]2=[C:9]3[C:13](=[CH:14][CH:15]=[C:7]2[O:6][CH2:5][CH2:4][N:3]1[C:25]([O:27][C:28]([CH3:31])([CH3:30])[CH3:29])=[O:26])[N:12](S(C1C=CC=CC=1)(=O)=O)[CH:11]=[CH:10]3.[OH-].[Na+]. (6) Given the product [C:1]([O-:5])(=[O:4])[CH:2]=[CH2:3].[C:10]([O:14][CH2:15][CH2:16][CH2:17][CH3:18])(=[O:13])[CH:11]=[CH2:12].[C:10]([O:14][CH2:15][CH2:16][CH2:17][CH2:18][OH:19])(=[O:13])[CH:11]=[CH2:12], predict the reactants needed to synthesize it. The reactants are: [C:1]([O:5]CCCC)(=[O:4])[CH:2]=[CH2:3].[C:10]([O:14][CH2:15][CH2:16][CH2:17][CH2:18][OH:19])(=[O:13])[CH:11]=[CH2:12]. (7) The reactants are: [CH2:1]([S:8]([NH:11][C:12]([CH:14]1[CH2:19][CH2:18][N:17]([C:20]([O:22][C:23]([CH3:26])([CH3:25])[CH3:24])=[O:21])[CH2:16][CH2:15]1)=[O:13])(=[O:10])=[O:9])[C:2]1[CH:7]=[CH:6][CH:5]=[CH:4][CH:3]=1.Br[CH2:28][CH:29]=[CH2:30].CCN(C(C)C)C(C)C.O. Given the product [CH2:30]([N:11]([S:8]([CH2:1][C:2]1[CH:7]=[CH:6][CH:5]=[CH:4][CH:3]=1)(=[O:10])=[O:9])[C:12]([CH:14]1[CH2:15][CH2:16][N:17]([C:20]([O:22][C:23]([CH3:26])([CH3:25])[CH3:24])=[O:21])[CH2:18][CH2:19]1)=[O:13])[CH:29]=[CH2:28], predict the reactants needed to synthesize it. (8) Given the product [Br:1][C:2]1[C:3]([NH:9][C:10]2[CH:19]=[CH:18][CH:17]=[CH:16][C:11]=2[C:12]([NH:14][CH3:15])=[O:13])=[N:4][C:5]([NH:20][C:21]2[C:37]([O:38][CH3:39])=[CH:36][C:24]3[CH2:25][CH2:26][N:27]([CH2:30][C:31](=[O:32])[N:33]([CH3:34])[CH3:35])[CH2:28][CH2:29][C:23]=3[CH:22]=2)=[N:6][CH:7]=1, predict the reactants needed to synthesize it. The reactants are: [Br:1][C:2]1[C:3]([NH:9][C:10]2[CH:19]=[CH:18][CH:17]=[CH:16][C:11]=2[C:12]([NH:14][CH3:15])=[O:13])=[N:4][C:5](Cl)=[N:6][CH:7]=1.[NH2:20][C:21]1[C:37]([O:38][CH3:39])=[CH:36][C:24]2[CH2:25][CH2:26][N:27]([CH2:30][C:31]([N:33]([CH3:35])[CH3:34])=[O:32])[CH2:28][CH2:29][C:23]=2[CH:22]=1.C12(CS(O)(=O)=O)C(C)(C)C(CC1)CC2=O. (9) Given the product [F:8][C:5]([F:7])([CH3:6])[C:4]([NH:13][CH2:12][CH2:10][OH:11])=[O:9], predict the reactants needed to synthesize it. The reactants are: C(O[C:4](=[O:9])[C:5]([F:8])([F:7])[CH3:6])C.[CH2:10]([CH2:12][NH2:13])[OH:11]. (10) The reactants are: CC([S@@]([NH:7][C@:8]([C:19]1[CH:24]=[CH:23][CH:22]=[CH:21][C:20]=1[F:25])([CH2:12][C@H:13]([OH:18])[C:14]([F:17])([F:16])[F:15])[CH:9]([F:11])[F:10])=O)(C)C.Cl. Given the product [NH2:7][C@@:8]([C:19]1[CH:24]=[CH:23][CH:22]=[CH:21][C:20]=1[F:25])([CH:9]([F:11])[F:10])[CH2:12][C@H:13]([OH:18])[C:14]([F:17])([F:16])[F:15], predict the reactants needed to synthesize it.